This data is from Catalyst prediction with 721,799 reactions and 888 catalyst types from USPTO. The task is: Predict which catalyst facilitates the given reaction. Reactant: [CH3:1][N:2]1[CH:7]=[CH:6][C:5]([C:8]([OH:10])=O)=[CH:4][C:3]1=[O:11].CCN=C=NCCCN(C)C.C1C=CC2N(O)N=NC=2C=1.Cl.[CH3:34][O:35][NH:36][CH3:37].CCN(CC)CC. Product: [CH3:34][O:35][N:36]([CH3:37])[C:8]([C:5]1[CH:6]=[CH:7][N:2]([CH3:1])[C:3](=[O:11])[CH:4]=1)=[O:10]. The catalyst class is: 34.